From a dataset of Forward reaction prediction with 1.9M reactions from USPTO patents (1976-2016). Predict the product of the given reaction. (1) Given the reactants [Cl:1][C:2]1[CH:3]=[CH:4][C:5]([C:27]#[N:28])=[C:6]([C:8]2[C:9]3[C:25](=[O:26])[CH2:24][CH2:23][C:10]=3[N:11]([CH2:15][C:16]([O:18]C(C)(C)C)=[O:17])[C:12](=[O:14])[CH:13]=2)[CH:7]=1.C(O)(C(F)(F)F)=O, predict the reaction product. The product is: [Cl:1][C:2]1[CH:3]=[CH:4][C:5]([C:27]#[N:28])=[C:6]([C:8]2[C:9]3[C:25](=[O:26])[CH2:24][CH2:23][C:10]=3[N:11]([CH2:15][C:16]([OH:18])=[O:17])[C:12](=[O:14])[CH:13]=2)[CH:7]=1. (2) Given the reactants [F:1][C:2]([F:17])([F:16])[C:3]1[CH:11]=[C:10]([C:12]([F:15])([F:14])[F:13])[CH:9]=[CH:8][C:4]=1[C:5](Cl)=[O:6].[CH:18]1([CH2:21][CH2:22][NH:23][C:24]([C:26]2[N:27]=[N:28][C:29]([N:32]3[CH2:37][CH2:36][NH:35][CH2:34][CH2:33]3)=[CH:30][CH:31]=2)=[O:25])[CH2:20][CH2:19]1, predict the reaction product. The product is: [CH:18]1([CH2:21][CH2:22][NH:23][C:24]([C:26]2[N:27]=[N:28][C:29]([N:32]3[CH2:37][CH2:36][N:35]([C:5](=[O:6])[C:4]4[CH:8]=[CH:9][C:10]([C:12]([F:15])([F:14])[F:13])=[CH:11][C:3]=4[C:2]([F:17])([F:16])[F:1])[CH2:34][CH2:33]3)=[CH:30][CH:31]=2)=[O:25])[CH2:20][CH2:19]1. (3) Given the reactants C(N1[C:12](=[O:13])[C:11](=C2N(C)C3C=C(O)C=CC=3S2)SC1=NC1C=C(C=CC=1NCC)C#N)C1C=CC=CC=1.[CH2:37]([N:44]1[C:48](=[O:49])[C:47](=[C:50]2[N:54]([CH3:55])[C:53]3[CH:56]=[CH:57][C:58]([OH:60])=[CH:59][C:52]=3[S:51]2)[S:46][C:45]1=[N:61][C:62]1[CH:63]=[C:64]([CH:67]=[CH:68][C:69]=1[NH:70][CH2:71][CH3:72])[C:65]#[N:66])[C:38]1[CH:43]=[CH:42][CH:41]=[CH:40][CH:39]=1, predict the reaction product. The product is: [CH2:37]([N:44]1[C:48](=[O:49])[C:47](=[C:50]2[N:54]([CH3:55])[C:53]3[CH:56]=[CH:57][C:58]([O:60][CH2:11][CH2:12][OH:13])=[CH:59][C:52]=3[S:51]2)[S:46][C:45]1=[N:61][C:62]1[CH:63]=[C:64]([CH:67]=[CH:68][C:69]=1[NH:70][CH2:71][CH3:72])[C:65]#[N:66])[C:38]1[CH:43]=[CH:42][CH:41]=[CH:40][CH:39]=1. (4) The product is: [C:8]([C:6]1[CH:5]=[C:4]([Cl:14])[C:3]([NH:15][C:16]2[C:25]3[CH:26]=[CH:27][NH:28][C:29](=[O:30])[C:24]=3[C:23]3[C:18](=[CH:19][CH:20]=[N:21][CH:22]=3)[N:17]=2)=[C:2]([Cl:1])[CH:7]=1)(=[O:9])[CH3:13]. Given the reactants [Cl:1][C:2]1[CH:7]=[C:6]([C:8]2([CH3:13])OCC[O:9]2)[CH:5]=[C:4]([Cl:14])[C:3]=1[NH:15][C:16]1[C:25]2[CH:26]=[CH:27][N:28]=[C:29]([O:30]CC)[C:24]=2[C:23]2[C:18](=[CH:19][CH:20]=[N:21][CH:22]=2)[N:17]=1.ClC1C=C(C2(C)OCCO2)C=C(Cl)C=1NC1C2C=CN=C(OC)C=2C2C(=CC=NC=2)N=1.Cl.C([O-])(O)=O.[Na+], predict the reaction product. (5) Given the reactants [CH:1]([N:4]1[CH2:9][CH2:8][CH:7]([O:10][C:11]2[CH:19]=[CH:18][C:17]3[N:16]4[C@H:20]([CH3:25])[CH2:21][NH:22][C:23](=[O:24])[C:15]4=[CH:14][C:13]=3[CH:12]=2)[CH2:6][CH2:5]1)([CH3:3])[CH3:2].[H-].[Na+].Br[CH2:29][CH:30]1[CH2:32][CH2:31]1, predict the reaction product. The product is: [CH:30]1([CH2:29][N:22]2[CH2:21][C@@H:20]([CH3:25])[N:16]3[C:17]4[CH:18]=[CH:19][C:11]([O:10][CH:7]5[CH2:8][CH2:9][N:4]([CH:1]([CH3:3])[CH3:2])[CH2:5][CH2:6]5)=[CH:12][C:13]=4[CH:14]=[C:15]3[C:23]2=[O:24])[CH2:32][CH2:31]1. (6) The product is: [N+:19]([C:10]1[C:11]2[C:16](=[CH:15][CH:14]=[CH:13][CH:12]=2)[CH:17]=[CH:18][C:9]=1[NH:22][C:23]1[CH:24]=[C:25]([CH:28]=[CH:29][CH:30]=1)[C:26]#[N:27])([O-:21])=[O:20]. Given the reactants O([C:9]1[CH:18]=[CH:17][C:16]2[C:11](=[CH:12][CH:13]=[CH:14][CH:15]=2)[C:10]=1[N+:19]([O-:21])=[O:20])S(C(F)(F)F)(=O)=O.[NH2:22][C:23]1[CH:24]=[C:25]([CH:28]=[CH:29][CH:30]=1)[C:26]#[N:27].C(=O)([O-])[O-].[K+].[K+].C1(P(C2C=CC=CC=2)C2C=CC=CC=2)C=CC=CC=1, predict the reaction product. (7) The product is: [S:25]1[CH:29]=[CH:28][C:27]([S:30]([N:17]2[CH2:18][CH:15]([O:14][CH:6]([C:7]3[CH:12]=[CH:11][C:10]([Cl:13])=[CH:9][CH:8]=3)[C:5]3[CH:19]=[CH:20][CH:21]=[CH:22][C:4]=3[C:3]([F:2])([F:23])[F:24])[CH2:16]2)(=[O:32])=[O:31])=[CH:26]1. Given the reactants Cl.[F:2][C:3]([F:24])([F:23])[C:4]1[CH:22]=[CH:21][CH:20]=[CH:19][C:5]=1[CH:6]([O:14][CH:15]1[CH2:18][NH:17][CH2:16]1)[C:7]1[CH:12]=[CH:11][C:10]([Cl:13])=[CH:9][CH:8]=1.[S:25]1[CH:29]=[CH:28][C:27]([S:30](Cl)(=[O:32])=[O:31])=[CH:26]1.[N+](C1C=CC(S(N2CC(OC(C3C=CC(Cl)=CC=3)C3C=CC=CC=3C(F)(F)F)C2)(=O)=O)=CC=1)([O-])=O, predict the reaction product.